Dataset: Catalyst prediction with 721,799 reactions and 888 catalyst types from USPTO. Task: Predict which catalyst facilitates the given reaction. (1) Reactant: [CH3:1][C:2]1[CH:3]=[CH:4][C:5]([O:15][CH2:16][C:17]2[CH:22]=[CH:21][C:20]([F:23])=[CH:19][CH:18]=2)=[C:6]([C:8](=O)[CH2:9][CH2:10][C:11](=O)[CH3:12])[CH:7]=1.[CH3:24][O:25][C:26](=[O:38])[C:27]1[CH:32]=[C:31]([C:33]([F:36])([F:35])[F:34])[CH:30]=[C:29]([NH2:37])[CH:28]=1.CC1C=CC(S(O)(=O)=O)=CC=1. Product: [CH3:24][O:25][C:26](=[O:38])[C:27]1[CH:32]=[C:31]([C:33]([F:36])([F:35])[F:34])[CH:30]=[C:29]([N:37]2[C:11]([CH3:12])=[CH:10][CH:9]=[C:8]2[C:6]2[CH:7]=[C:2]([CH3:1])[CH:3]=[CH:4][C:5]=2[O:15][CH2:16][C:17]2[CH:22]=[CH:21][C:20]([F:23])=[CH:19][CH:18]=2)[CH:28]=1. The catalyst class is: 296. (2) Reactant: [F:1][C:2]1[CH:7]=[CH:6][C:5]([OH:8])=[CH:4][CH:3]=1.[C:9](O)([CH3:12])([CH3:11])[CH3:10]. Product: [C:9]([C:6]1[CH:7]=[C:2]([F:1])[CH:3]=[C:4]([C:9]([CH3:12])([CH3:11])[CH3:10])[C:5]=1[OH:8])([CH3:12])([CH3:11])[CH3:10]. The catalyst class is: 65. (3) Product: [CH:15]1([N:14]([CH2:12][CH3:13])[C:9](=[O:11])[CH2:8][S:7][C:1]2[CH:2]=[CH:3][CH:4]=[CH:5][CH:6]=2)[CH2:20][CH2:19][CH2:18][CH2:17][CH2:16]1. Reactant: [C:1]1([S:7][CH2:8][C:9]([OH:11])=O)[CH:6]=[CH:5][CH:4]=[CH:3][CH:2]=1.[CH2:12]([NH:14][CH:15]1[CH2:20][CH2:19][CH2:18][CH2:17][CH2:16]1)[CH3:13].ON1C2C=CC=CC=2N=N1.Cl.CN(C)CCCN=C=NCC.Cl. The catalyst class is: 9. (4) Reactant: [CH2:1]([S:3]([NH:6][CH2:7][C:8]1[CH:13]=[CH:12][C:11]([CH:14]([CH3:20])[C:15]([O:17]CC)=[O:16])=[CH:10][C:9]=1[F:21])(=[O:5])=[O:4])[CH3:2].[OH-].[Na+]. Product: [CH2:1]([S:3]([NH:6][CH2:7][C:8]1[CH:13]=[CH:12][C:11]([CH:14]([CH3:20])[C:15]([OH:17])=[O:16])=[CH:10][C:9]=1[F:21])(=[O:5])=[O:4])[CH3:2]. The catalyst class is: 30. (5) Reactant: F[C:2]1[CH:10]=[N:9][CH:8]=[C:7]([NH:11][C:12]2[CH:17]=[CH:16][C:15]([I:18])=[CH:14][C:13]=2[F:19])[C:3]=1[C:4]([NH2:6])=[O:5].C(=O)([O-])[O-].[Cs+].[Cs+].[CH3:26][C:27]([CH3:32])=[CH:28][CH2:29][CH2:30][OH:31]. Product: [F:19][C:13]1[CH:14]=[C:15]([I:18])[CH:16]=[CH:17][C:12]=1[NH:11][C:7]1[CH:8]=[N:9][CH:10]=[C:2]([O:31][CH2:30][CH2:29][CH:28]=[C:27]([CH3:32])[CH3:26])[C:3]=1[C:4]([NH2:6])=[O:5]. The catalyst class is: 3.